Task: Regression. Given two drug SMILES strings and cell line genomic features, predict the synergy score measuring deviation from expected non-interaction effect.. Dataset: NCI-60 drug combinations with 297,098 pairs across 59 cell lines (1) Drug 1: CC1=C2C(C(=O)C3(C(CC4C(C3C(C(C2(C)C)(CC1OC(=O)C(C(C5=CC=CC=C5)NC(=O)OC(C)(C)C)O)O)OC(=O)C6=CC=CC=C6)(CO4)OC(=O)C)OC)C)OC. Cell line: SF-539. Synergy scores: CSS=55.7, Synergy_ZIP=-6.31, Synergy_Bliss=-9.47, Synergy_Loewe=-10.0, Synergy_HSA=-4.89. Drug 2: C1=C(C(=O)NC(=O)N1)N(CCCl)CCCl. (2) Drug 1: CC1=C(C=C(C=C1)C(=O)NC2=CC(=CC(=C2)C(F)(F)F)N3C=C(N=C3)C)NC4=NC=CC(=N4)C5=CN=CC=C5. Drug 2: COC1=C2C(=CC3=C1OC=C3)C=CC(=O)O2. Cell line: UACC62. Synergy scores: CSS=-0.316, Synergy_ZIP=1.40, Synergy_Bliss=3.62, Synergy_Loewe=-5.25, Synergy_HSA=0.158. (3) Drug 1: COC1=C(C=C2C(=C1)N=CN=C2NC3=CC(=C(C=C3)F)Cl)OCCCN4CCOCC4. Drug 2: CC1C(C(=O)NC(C(=O)N2CCCC2C(=O)N(CC(=O)N(C(C(=O)O1)C(C)C)C)C)C(C)C)NC(=O)C3=C4C(=C(C=C3)C)OC5=C(C(=O)C(=C(C5=N4)C(=O)NC6C(OC(=O)C(N(C(=O)CN(C(=O)C7CCCN7C(=O)C(NC6=O)C(C)C)C)C)C(C)C)C)N)C. Cell line: HCC-2998. Synergy scores: CSS=21.1, Synergy_ZIP=9.53, Synergy_Bliss=18.2, Synergy_Loewe=19.6, Synergy_HSA=19.6. (4) Drug 1: CNC(=O)C1=CC=CC=C1SC2=CC3=C(C=C2)C(=NN3)C=CC4=CC=CC=N4. Drug 2: CCC1=CC2CC(C3=C(CN(C2)C1)C4=CC=CC=C4N3)(C5=C(C=C6C(=C5)C78CCN9C7C(C=CC9)(C(C(C8N6C)(C(=O)OC)O)OC(=O)C)CC)OC)C(=O)OC.C(C(C(=O)O)O)(C(=O)O)O. Cell line: NCI-H522. Synergy scores: CSS=71.3, Synergy_ZIP=19.8, Synergy_Bliss=20.0, Synergy_Loewe=11.2, Synergy_HSA=21.8. (5) Drug 1: CN(CCCl)CCCl.Cl. Drug 2: CC(C)NC(=O)C1=CC=C(C=C1)CNNC.Cl. Cell line: BT-549. Synergy scores: CSS=7.71, Synergy_ZIP=-5.87, Synergy_Bliss=-1.54, Synergy_Loewe=-10.4, Synergy_HSA=-2.40. (6) Drug 1: C1=CC(=CC=C1CC(C(=O)O)N)N(CCCl)CCCl.Cl. Drug 2: C(=O)(N)NO. Cell line: LOX IMVI. Synergy scores: CSS=7.89, Synergy_ZIP=-2.54, Synergy_Bliss=-0.987, Synergy_Loewe=-24.4, Synergy_HSA=-1.18.